From a dataset of Reaction yield outcomes from USPTO patents with 853,638 reactions. Predict the reaction yield, written as a fraction of the theoretical maximum amount of product (1.0 means a 100% yield; for example, 0.34 means a 34% yield). (1) The reactants are Br[C:2]1[N:7]=[C:6]([O:8][CH3:9])[C:5]([N:10]2[CH:14]=[C:13]([CH3:15])[N:12]=[CH:11]2)=[CH:4][CH:3]=1.[NH3:16].CO. The product is [CH3:9][O:8][C:6]1[N:7]=[C:2]([NH2:16])[CH:3]=[CH:4][C:5]=1[N:10]1[CH:14]=[C:13]([CH3:15])[N:12]=[CH:11]1. The catalyst is C(O)CO.O. The yield is 1.00. (2) The reactants are [OH:1][NH:2][C:3]([C:5]1[CH:6]=[C:7]([C:16]([O:18]CC)=[O:17])[CH:8]=[C:9]([C:11]([O:13]CC)=[O:12])[CH:10]=1)=[O:4].[OH-].[Na+]. The catalyst is CC(C)=O. The product is [OH:1][NH:2][C:3]([C:5]1[CH:6]=[C:7]([C:16]([OH:18])=[O:17])[CH:8]=[C:9]([C:11]([OH:13])=[O:12])[CH:10]=1)=[O:4]. The yield is 0.430. (3) The yield is 0.880. The product is [Cl:11][C:12]1[CH:19]=[C:18]([N:20]2[C@@H:26]([CH3:27])[C:25](=[O:28])[C:22]3([CH2:24][CH2:23]3)[C:21]2=[O:29])[CH:17]=[CH:16][C:13]=1[C:14]#[N:15]. The catalyst is C(Cl)Cl.O. The reactants are C(Cl)(=O)C(Cl)=O.CS(C)=O.[Cl:11][C:12]1[CH:19]=[C:18]([N:20]2[C@@H:26]([CH3:27])[C@H:25]([OH:28])[C:22]3([CH2:24][CH2:23]3)[C:21]2=[O:29])[CH:17]=[CH:16][C:13]=1[C:14]#[N:15].C(N(CC)CC)C. (4) The reactants are Cl.C[O:3][C:4]1[CH:5]=[CH:6][CH:7]=[C:8]2[C:13]=1[CH2:12][NH:11][CH2:10][CH2:9]2.[BrH:14]. No catalyst specified. The product is [BrH:14].[OH:3][C:4]1[CH:5]=[CH:6][CH:7]=[C:8]2[C:13]=1[CH2:12][NH:11][CH2:10][CH2:9]2. The yield is 0.810.